This data is from Forward reaction prediction with 1.9M reactions from USPTO patents (1976-2016). The task is: Predict the product of the given reaction. (1) Given the reactants CC1C=CC(S(O[CH:12]2[CH2:40][CH2:39][C:15]3([O:19][N:18]=[C:17]([C:20]4[C:21]([NH:32][CH:33]5[CH2:38][CH2:37][CH2:36][CH2:35][CH2:34]5)=[C:22]5[C:28](C)=[N:27][N:26]([CH2:30][CH3:31])[C:23]5=[N:24][CH:25]=4)[CH2:16]3)[CH2:14][CH2:13]2)(=O)=O)=CC=1.[N-:41]=[N+:42]=[N-:43].[Na+].O, predict the reaction product. The product is: [N:41]([CH:12]1[CH2:40][CH2:39][C:15]2([O:19][N:18]=[C:17]([C:20]3[CH:25]=[N:24][C:23]4[N:26]([CH2:30][CH3:31])[N:27]=[CH:28][C:22]=4[C:21]=3[NH:32][CH:33]3[CH2:38][CH2:37][CH2:36][CH2:35][CH2:34]3)[CH2:16]2)[CH2:14][CH2:13]1)=[N+:42]=[N-:43]. (2) Given the reactants [NH:1]1[C:9]2[C:4](=[CH:5][CH:6]=[CH:7][CH:8]=2)[CH2:3][C:2]1=[O:10].[CH2:11](O)[CH2:12][OH:13], predict the reaction product. The product is: [OH:13][CH2:12][CH2:11][CH:3]1[C:4]2[C:9](=[CH:8][CH:7]=[CH:6][CH:5]=2)[NH:1][C:2]1=[O:10]. (3) Given the reactants Br[C:2]1[C:3]2[C:10]([C:11]3[CH:16]=[CH:15][CH:14]=[CH:13][CH:12]=3)=[C:9]([C:17]3[CH:22]=[CH:21][CH:20]=[CH:19][CH:18]=3)[O:8][C:4]=2[N:5]=[CH:6][N:7]=1.[O:23]1[CH2:27][CH2:26][CH2:25][C@H:24]1NC.C[CH2:31][N:32](C(C)C)C(C)C, predict the reaction product. The product is: [C:11]1([C:10]2[C:3]3[C:2]([NH:32][CH2:31][C@@H:24]4[CH2:25][CH2:26][CH2:27][O:23]4)=[N:7][CH:6]=[N:5][C:4]=3[O:8][C:9]=2[C:17]2[CH:22]=[CH:21][CH:20]=[CH:19][CH:18]=2)[CH:16]=[CH:15][CH:14]=[CH:13][CH:12]=1. (4) Given the reactants Cl.Cl.[NH2:3][C:4]1[CH:9]=[CH:8][C:7]([C:10]2[CH:15]=[CH:14][C:13]([NH:16][C:17]([C@@H:19]3[CH:24]4[CH2:25][CH2:26][N:21]([CH2:22][CH2:23]4)[CH2:20]3)=[O:18])=[CH:12][CH:11]=2)=[CH:6][CH:5]=1.[Cl:27][C:28]1[CH:29]=[C:30]([CH:34]=[CH:35][CH:36]=1)[C:31](Cl)=[O:32], predict the reaction product. The product is: [ClH:27].[Cl:27][C:28]1[CH:29]=[C:30]([CH:34]=[CH:35][CH:36]=1)[C:31]([NH:3][C:4]1[CH:9]=[CH:8][C:7]([C:10]2[CH:11]=[CH:12][C:13]([NH:16][C:17]([C@@H:19]3[CH:24]4[CH2:23][CH2:22][N:21]([CH2:26][CH2:25]4)[CH2:20]3)=[O:18])=[CH:14][CH:15]=2)=[CH:6][CH:5]=1)=[O:32]. (5) Given the reactants [C:1]([O:5][C:6](=[O:9])[NH:7][NH2:8])([CH3:4])([CH3:3])[CH3:2].CCN(C(C)C)C(C)C.Br[CH2:20][CH2:21][CH2:22][CH3:23], predict the reaction product. The product is: [C:1]([O:5][C:6]([NH:7][NH:8][CH2:20][CH2:21][CH2:22][CH3:23])=[O:9])([CH3:4])([CH3:3])[CH3:2]. (6) Given the reactants [CH2:1]([C:8]1[S:12][C:11]([C:13](=[O:15])[CH3:14])=[CH:10][CH:9]=1)[C:2]1[CH:7]=[CH:6][CH:5]=[CH:4][CH:3]=1.[Li+].CC([N-]C(C)C)C.CON(C)[C:27]([C:29]1[CH:34]=[CH:33][CH:32]=[CH:31][N:30]=1)=[O:28].Cl, predict the reaction product. The product is: [CH2:1]([C:8]1[S:12][C:11]([C:13](=[O:15])[CH2:14][C:27]([C:29]2[CH:34]=[CH:33][CH:32]=[CH:31][N:30]=2)=[O:28])=[CH:10][CH:9]=1)[C:2]1[CH:7]=[CH:6][CH:5]=[CH:4][CH:3]=1. (7) Given the reactants [NH2:1][C@@H:2]1[CH2:7][CH2:6][CH2:5][C@H:4]([NH:8][C:9](=[O:23])[C:10]2[CH:15]=[CH:14][C:13]([C:16]3[CH:21]=[CH:20][CH:19]=[C:18]([F:22])[CH:17]=3)=[N:12][CH:11]=2)[CH2:3]1.[CH:24]([N:27]([CH2:31]C)[CH:28](C)[CH3:29])(C)[CH3:25].C[N:34]1[CH2:39]CNCC1.CS(C)=[O:42], predict the reaction product. The product is: [F:22][C:18]1[CH:17]=[C:16]([C:13]2[N:12]=[CH:11][C:10]([C:9]([NH:8][C@@H:4]3[CH2:5][CH2:6][CH2:7][C@H:2]([NH:1][C:39]([N:34]4[CH2:29][CH2:28][N:27]([CH3:31])[CH2:24][CH2:25]4)=[O:42])[CH2:3]3)=[O:23])=[CH:15][CH:14]=2)[CH:21]=[CH:20][CH:19]=1. (8) Given the reactants [N+:1]([C:4]1[CH:12]=[C:11]2[C:7]([C:8]([C:13]3[CH:18]=[CH:17][CH:16]=[CH:15][CH:14]=3)=[N:9][NH:10]2)=[CH:6][CH:5]=1)([O-])=O, predict the reaction product. The product is: [C:13]1([C:8]2[C:7]3[C:11](=[CH:12][C:4]([NH2:1])=[CH:5][CH:6]=3)[NH:10][N:9]=2)[CH:14]=[CH:15][CH:16]=[CH:17][CH:18]=1. (9) Given the reactants Br[C:2]1[CH:3]=[C:4]([O:9][C:10]2[C:11]([F:35])=[C:12]([CH2:17][NH:18][C:19]([C:21]3[N:25]([CH2:26][O:27][CH2:28][CH2:29][Si:30]([CH3:33])([CH3:32])[CH3:31])[CH:24]=[N:23][C:22]=3[Cl:34])=[O:20])[CH:13]=[CH:14][C:15]=2[Cl:16])[CH:5]=[C:6]([Cl:8])[CH:7]=1.[CH3:36]C(C[AlH]CC(C)C)C.C[Zn]C, predict the reaction product. The product is: [Cl:34][C:22]1[N:23]=[CH:24][N:25]([CH2:26][O:27][CH2:28][CH2:29][Si:30]([CH3:31])([CH3:32])[CH3:33])[C:21]=1[C:19]([NH:18][CH2:17][C:12]1[CH:13]=[CH:14][C:15]([Cl:16])=[C:10]([O:9][C:4]2[CH:3]=[C:2]([CH3:36])[CH:7]=[C:6]([Cl:8])[CH:5]=2)[C:11]=1[F:35])=[O:20]. (10) Given the reactants [CH2:1]([C:3]1[C:4]([F:17])=[CH:5][N:6]=[C:7]2[C:12]=1[N:11]([CH2:13][CH:14]=C)[C:10](=[O:16])[CH:9]=[CH:8]2)[CH3:2].O.I([O-])(=O)(=O)=[O:20].[Na+], predict the reaction product. The product is: [CH2:1]([C:3]1[C:4]([F:17])=[CH:5][N:6]=[C:7]2[C:12]=1[N:11]([CH2:13][CH:14]=[O:20])[C:10](=[O:16])[CH:9]=[CH:8]2)[CH3:2].